From a dataset of NCI-60 drug combinations with 297,098 pairs across 59 cell lines. Regression. Given two drug SMILES strings and cell line genomic features, predict the synergy score measuring deviation from expected non-interaction effect. (1) Drug 1: COC1=NC(=NC2=C1N=CN2C3C(C(C(O3)CO)O)O)N. Drug 2: C1C(C(OC1N2C=NC(=NC2=O)N)CO)O. Cell line: CCRF-CEM. Synergy scores: CSS=72.3, Synergy_ZIP=3.94, Synergy_Bliss=4.07, Synergy_Loewe=9.36, Synergy_HSA=10.6. (2) Drug 1: CN(C)C1=NC(=NC(=N1)N(C)C)N(C)C. Drug 2: CC1CCCC2(C(O2)CC(NC(=O)CC(C(C(=O)C(C1O)C)(C)C)O)C(=CC3=CSC(=N3)C)C)C. Cell line: NCI/ADR-RES. Synergy scores: CSS=-7.50, Synergy_ZIP=1.09, Synergy_Bliss=-3.62, Synergy_Loewe=-6.30, Synergy_HSA=-5.74. (3) Drug 1: COC1=CC(=CC(=C1O)OC)C2C3C(COC3=O)C(C4=CC5=C(C=C24)OCO5)OC6C(C(C7C(O6)COC(O7)C8=CC=CS8)O)O. Drug 2: C1CN1P(=S)(N2CC2)N3CC3. Cell line: U251. Synergy scores: CSS=44.0, Synergy_ZIP=-4.18, Synergy_Bliss=0.0867, Synergy_Loewe=-4.07, Synergy_HSA=3.96.